This data is from Full USPTO retrosynthesis dataset with 1.9M reactions from patents (1976-2016). The task is: Predict the reactants needed to synthesize the given product. (1) The reactants are: C1(S([N:10]2[C:14]3=[N:15][CH:16]=[C:17]([C:19]4[CH:24]=[CH:23][C:22]([N:25]([CH3:27])[CH3:26])=[CH:21][CH:20]=4)[CH:18]=[C:13]3[C:12]([C:28]#[C:29][C:30]3[CH:35]=[CH:34][CH:33]=[CH:32][CH:31]=3)=[CH:11]2)(=O)=O)C=CC=CC=1.[OH-].[Na+]. Given the product [CH3:27][N:25]([CH3:26])[C:22]1[CH:21]=[CH:20][C:19]([C:17]2[CH:18]=[C:13]3[C:12]([C:28]#[C:29][C:30]4[CH:35]=[CH:34][CH:33]=[CH:32][CH:31]=4)=[CH:11][NH:10][C:14]3=[N:15][CH:16]=2)=[CH:24][CH:23]=1, predict the reactants needed to synthesize it. (2) Given the product [CH2:30]([N:16]1[CH2:17][CH2:18][C:13]2([N:12]([CH2:20][C:21]3[CH:22]=[CH:23][CH:24]=[CH:25][CH:26]=3)[C:11](=[O:27])[C:10]3[CH:28]=[C:6](/[CH:5]=[CH:4]/[C:3]([OH:29])=[O:2])[CH:7]=[CH:8][C:9]=3[O:19]2)[CH2:14][CH2:15]1)[C:31]1[CH:36]=[CH:35][CH:34]=[CH:33][CH:32]=1, predict the reactants needed to synthesize it. The reactants are: C[O:2][C:3](=[O:29])/[CH:4]=[CH:5]/[C:6]1[CH:7]=[CH:8][C:9]2[O:19][C:13]3([CH2:18][CH2:17][NH:16][CH2:15][CH2:14]3)[N:12]([CH2:20][C:21]3[CH:26]=[CH:25][CH:24]=[CH:23][CH:22]=3)[C:11](=[O:27])[C:10]=2[CH:28]=1.[CH2:30](Br)[C:31]1[CH:36]=[CH:35][CH:34]=[CH:33][CH:32]=1.Cl.